From a dataset of Experimentally validated miRNA-target interactions with 360,000+ pairs, plus equal number of negative samples. Binary Classification. Given a miRNA mature sequence and a target amino acid sequence, predict their likelihood of interaction. (1) The miRNA is cel-miR-85-3p with sequence UACAAAGUAUUUGAAAAGUCGUGC. The protein sequence of the target gene is MVLPLILTLVIVAPIFLWMYSWYISAIPKHYVKPGTKLQKKVHSNLRILEQKYHPSWWCPFGTTQTVVRQIFRDCPSLPFTREIVEFDDGGAAGIDWLIPEGADDTTPIVVFLPGITGSTHDSSYVLHPVKEARDKGWKCVVVNPRGLGGVKLRTTRTYNAATPHDFAFIAKMINERYPDAKKLGCGFSMGGMILWNYLAMTGENADLDGGMIVSSPWDPLVASDSIECFIPQLIFNSFIAKNLVDMVRPYRELFKDMVDFDEVCRCNTVRGFDRSFVIPMYGFKSCDDYYRQATLATKV.... Result: 1 (interaction). (2) The miRNA is hsa-miR-516b-3p with sequence UGCUUCCUUUCAGAGGGU. The protein sequence of the target gene is MTAEMDMALMQGCVTFQDVAICFSHEEWRLLDETQRLLYLSVMLQNFALINSQGCGHKTEDEERRVSTRASKGLRSETTPKTNLCEKCVPILQDILCLPGLPGQKHSTEASSKVDQHQDHNSTGKPLEKNADRSSYLFYLSAKSFPSWDVEKDLPDILSLLKSQVCPKTKKYRKSTEGRKETSHESDKSEECQSLSSQKQTLAHHPKTSNGKKLYECSKCGKTFRGKYSLDQHQRVHTGERPWECRDCGKFFSQTSHLNDHRRIHTGERPYECSECGKLFRQNSSLVDHQKTHTGARPYE.... Result: 0 (no interaction). (3) The miRNA is hsa-miR-1976 with sequence CCUCCUGCCCUCCUUGCUGU. The protein sequence of the target gene is MGKNKQPRGQQRQGGPPAADAAGPDDMEPKKGTGAPKECGEEEPRTCCGCRFPLLLALLQLALGIAVTVVGFLMASISSSLLVRDTPFWAGIIVCLVAYLGLFMLCVSYQVDERTCIQFSMKLLYFLLSALGLTVCVLAVAFAAHHYSQLTQFTCETTLDSCQCKLPSSEPLSRTFVYRDVTDCTSVTGTFKLFLLIQMILNLVCGLVCLLACFVMWKHRYQVFYVGVRICSLTASEGPQQKI. Result: 1 (interaction). (4) The miRNA is mmu-miR-339-5p with sequence UCCCUGUCCUCCAGGAGCUCACG. Result: 1 (interaction). The protein sequence of the target gene is MAPRSVLETIQSVLQKNMVREFLAEFLSTYVMMVFGLGSVAHMVLGENSGSYLGVNLGFGFGVTMGVHVAGGISGAHMNAAVTFTNCALGRMTWKKFPVYVLGQFLGSFSAAATTYLIFYGAINHFAGGDLLVTGSKATANIFATYLPEYMTLWRGFLDEAFVTGMLQLCLFAITDKKNSPALQGTEPLVIGILVTVLGVSLGMNSGYAINPSRDLPPRLFTFIAGWGKQVFRAGNNWWWVPVVAPLLGAYLGGIVYLGLIHPSIPQDPQRLENFTARDQKVTASYKNAASANISGSVPL.... (5) The miRNA is hsa-miR-593-3p with sequence UGUCUCUGCUGGGGUUUCU. The protein sequence of the target gene is MPKSCAARQCCNRYSSRRKQLTFHRFPFSRPELLKEWVLNIGRGNFKPKQHTVICSEHFRPECFSAFGNRKNLKHNAVPTVFAFQDPTQQVRENTDPASERGNASSSQKEKVLPEAGAGEDSPGRNMDTALEELQLPPNAEGHVKQVSPRRPQATEAVGRPTGPAGLRRTPNKQPSDHSYALLDLDSLKKKLFLTLKENEKLRKRLQAQRLVMRRMSSRLRACKGHQGLQARLGPEQQS. Result: 0 (no interaction). (6) The miRNA is ssc-miR-187 with sequence UCGUGUCUUGUGUUGCAGCCGG. Result: 0 (no interaction). The protein sequence of the target gene is MALAMQSSEFQFAQRLASSEKGVRDRAVRKLRQYLSARTQSDTGSFSQEELLKIWKGLFYCMWVQDEPLLQEELANIISQLIHVVNSLEAQYLFIQTFWQTMNREWQGIDKLQLDKYYMLIRLVLRQSFEVLKRNAWEESQITLFLDILMKEILSPESQSPNGVRTHLIDVYLEELTTVGGAELLADQNLKLIDPFCRIAAKTKDHTLVQTVARGVFEVIVDQSACVPQESVEERKTKEDGSGFPTKALACRKAVSGKKAALDECLRDGVIGSRERDICAALKDSGSPLQFDYKAVADRL.... (7) The miRNA is hsa-miR-6849-3p with sequence ACCAGCCUGUGUCCACCUCCAG. Result: 0 (no interaction). The protein sequence of the target gene is MFPRRPPATLAAWLAGARGGGLLSALANQCRFVTGLRVRRAQQIAQLYGRLYSESSRCALLGRFWRRLRGRPGHASVLMAALSGVFVWDEERIQEEELQRSINEMKRLEEMSNIFQSSGVENYPPEPKSPAGGNEKSKDKEEPWEMVMDKKHFKLWRRPITGTHLYQYRVFGTYTDVTPRQFFNVQLDTEYRKKWDALVIKLEVIERDAVSGSEVLHWVTHFPYPMYSRDYVYVRRYSVDQENNVMVLVSRAVEHPSVPESPEFVRVRSYESQMVIRPHKSFDENGFDYLLTYSDNPQTV.... (8) The miRNA is hsa-let-7d-5p with sequence AGAGGUAGUAGGUUGCAUAGUU. The protein sequence of the target gene is MKDRLEQLKAKQLTQDDDTDAVEIAIDNTAFMDEFFSEIEETRLNIDKISEHVEEAKKLYSIILSAPIPEPKTKDDLEQLTTEIKKRANNVRNKLKSMEKHIEEDEVRSSADLRIRKSQHSVLSRKFVEVMTKYNEAQVDFRERSKGRIQRQLEITGKKTTDEELEEMLESGNPAIFTSGIIDSQISKQALSEIEGRHKDIVRLESSIKELHDMFMDIAMLVENQGEMLDNIELNVMHTVDHVEKARDETKKAVKYQSQARKKLIIIIVLVVVLLGILALIIGLSVGLN. Result: 1 (interaction). (9) The miRNA is hsa-miR-7-5p with sequence UGGAAGACUAGUGAUUUUGUUGUU. The protein sequence of the target gene is MASPPHQQLLHHHSTEVSCDSSGDSNSVRVKINPKQLSSNSHPKHCKYSISSSCSSSGDSGGVPRRVGGGGRLRRQKKLPQLFERASSRWWDPKFDSVNLEEACLERCFPQTQRRFRYALFYIGFACLLWSIYFAVHMRSRLIVMVAPALCFLLVCVGFFLFTFTKLYARHYAWTSLALTLLVFALTLAAQFQVLTPVSGRGDSSNLTATARPTDTCLSQVGSFSMCIEVLFLLYTVMHLPLYLSLCLGVAYSVLFETFGYHFRDEACFPSPGAGALHWELLSRGLLHGCIHAIGVHLFV.... Result: 1 (interaction).